This data is from Forward reaction prediction with 1.9M reactions from USPTO patents (1976-2016). The task is: Predict the product of the given reaction. Given the reactants CC1(C)[O:6][CH:5]([CH2:7][O:8][C:9](=[O:52])[C:10]([CH3:51])([CH3:50])[CH2:11][C:12]2[N:13]([CH2:34][C:35]3[CH:40]=[CH:39][C:38]([C:41]4[CH:42]=[N:43][C:44]([O:47][CH2:48][CH3:49])=[CH:45][CH:46]=4)=[CH:37][CH:36]=3)[C:14]3[C:19]([C:20]=2[S:21][C:22]([CH3:25])([CH3:24])[CH3:23])=[CH:18][C:17]([O:26][CH2:27][C:28]2[CH:33]=[CH:32][CH:31]=[CH:30][N:29]=2)=[CH:16][CH:15]=3)[CH2:4][O:3]1.Cl, predict the reaction product. The product is: [OH:6][CH:5]([CH2:4][OH:3])[CH2:7][O:8][C:9](=[O:52])[C:10]([CH3:51])([CH3:50])[CH2:11][C:12]1[N:13]([CH2:34][C:35]2[CH:36]=[CH:37][C:38]([C:41]3[CH:42]=[N:43][C:44]([O:47][CH2:48][CH3:49])=[CH:45][CH:46]=3)=[CH:39][CH:40]=2)[C:14]2[C:19]([C:20]=1[S:21][C:22]([CH3:25])([CH3:24])[CH3:23])=[CH:18][C:17]([O:26][CH2:27][C:28]1[CH:33]=[CH:32][CH:31]=[CH:30][N:29]=1)=[CH:16][CH:15]=2.